The task is: Regression/Classification. Given a drug SMILES string, predict its absorption, distribution, metabolism, or excretion properties. Task type varies by dataset: regression for continuous measurements (e.g., permeability, clearance, half-life) or binary classification for categorical outcomes (e.g., BBB penetration, CYP inhibition). For this dataset (clearance_microsome_az), we predict log10(clearance) (log10 of the in vitro intrinsic clearance, CLint, in uL/min per mg of human liver microsomal protein, equivalently mL/min/g; values are censored to the assay range of 3 to 150, which is 0.477 to 2.18 on this log10 scale).. This data is from Microsomal clearance measurements from AstraZeneca. (1) The molecule is N#Cc1cccc(NCC(=O)Nc2c(Cl)ccc3nc(N4CC[C@@H](O)C4)ccc23)c1. The log10(clearance) is 1.48. (2) The compound is C[C@@H]1CN(c2ccc3c(n2)NC(=O)CO3)[C@H](c2ccccc2)CO1. The log10(clearance) is 1.07. (3) The drug is CCOC(=O)/C=C/[C@H](C[C@@H]1CCNC1=O)NC(=O)[C@@H](CC(=O)[C@@H](NC(=O)c1cc(C)on1)C(C)C)Cc1ccc(F)cc1. The log10(clearance) is 2.02. (4) The drug is CC(=O)N1CCN(CCOc2ccc(C3CCN(c4ccc5nnc(C(F)(F)F)n5n4)CC3)cc2)CC1. The log10(clearance) is 2.18. (5) The drug is CCOc1ccc(CCNCCCSCCNC[C@H](O)c2ccc(O)c3[nH]c(=O)sc23)cc1. The log10(clearance) is 1.88. (6) The molecule is O=C(NCC12CC3CC(CC(C3)C1)C2)c1c(Cl)ccc2nc(N3CCC[C@H](NCCc4nnn[nH]4)C3)ccc12. The log10(clearance) is 1.18. (7) The molecule is CCS(=O)(=O)c1cccc(-c2cc(C(F)(F)F)ccc2OCC(=O)O)c1. The log10(clearance) is 1.08.